Dataset: M1 muscarinic receptor agonist screen with 61,833 compounds. Task: Binary Classification. Given a drug SMILES string, predict its activity (active/inactive) in a high-throughput screening assay against a specified biological target. The molecule is S(=O)(=O)(N1CCC(NC(=O)C2CCCCC2)CC1)CC. The result is 0 (inactive).